From a dataset of Reaction yield outcomes from USPTO patents with 853,638 reactions. Predict the reaction yield, written as a fraction of the theoretical maximum amount of product (1.0 means a 100% yield; for example, 0.34 means a 34% yield). (1) The reactants are C(O)C.[CH2:4]([N:11]([CH2:31][C:32]1[CH:37]=[CH:36][CH:35]=[CH:34][CH:33]=1)[C:12]1[CH:13]=[CH:14][C:15]([N+:28]([O-])=O)=[C:16]([CH:27]=1)[C:17]([O:19][CH2:20][C:21]1[CH:26]=[CH:25][CH:24]=[CH:23][CH:22]=1)=[O:18])[C:5]1[CH:10]=[CH:9][CH:8]=[CH:7][CH:6]=1.O.O.[Sn](Cl)Cl.C(=O)(O)[O-].[Na+]. The catalyst is C(OCC)(=O)C. The product is [NH2:28][C:15]1[CH:14]=[CH:13][C:12]([N:11]([CH2:31][C:32]2[CH:37]=[CH:36][CH:35]=[CH:34][CH:33]=2)[CH2:4][C:5]2[CH:6]=[CH:7][CH:8]=[CH:9][CH:10]=2)=[CH:27][C:16]=1[C:17]([O:19][CH2:20][C:21]1[CH:22]=[CH:23][CH:24]=[CH:25][CH:26]=1)=[O:18]. The yield is 0.970. (2) The reactants are [CH3:1][CH:2]([CH3:26])[C:3]([C:5]1[O:6][C:7]2[CH:14]=[CH:13][C:12]([O:15][C:16]3[CH:21]=[CH:20][C:19]([C:22]([F:25])([F:24])[F:23])=[CH:18][N:17]=3)=[CH:11][C:8]=2[C:9]=1[CH3:10])=[O:4].[BH4-].[Na+].O. The catalyst is CO.O1CCCC1. The product is [CH3:1][CH:2]([CH3:26])[CH:3]([C:5]1[O:6][C:7]2[CH:14]=[CH:13][C:12]([O:15][C:16]3[CH:21]=[CH:20][C:19]([C:22]([F:24])([F:23])[F:25])=[CH:18][N:17]=3)=[CH:11][C:8]=2[C:9]=1[CH3:10])[OH:4]. The yield is 1.00. (3) The catalyst is C1COCC1.CC(O)(C)C. The product is [CH3:15][O:16][C:17]1[CH:18]=[C:19]([CH:22]=[CH:23][C:24]=1[O:25][CH3:26])/[CH:20]=[CH:1]/[C:2]1[O:3][C:4]2[C:5](=[C:7]([C:11]([O:13][CH3:14])=[O:12])[CH:8]=[CH:9][CH:10]=2)[N:6]=1. The reactants are [CH3:1][C:2]1[O:3][C:4]2[C:5](=[C:7]([C:11]([O:13][CH3:14])=[O:12])[CH:8]=[CH:9][CH:10]=2)[N:6]=1.[CH3:15][O:16][C:17]1[CH:18]=[C:19]([CH:22]=[CH:23][C:24]=1[O:25][CH3:26])[CH:20]=O.CC([O-])(C)C.[K+]. The yield is 0.270. (4) The reactants are C(O)(=O)C1C(=CC=C(C=1)O)O.[N:12]1[CH:17]=[C:16]([C@@H:18]2[CH2:23][CH2:22][CH2:21][N:19]2[CH3:20])[CH:15]=[CH:14][CH:13]=1.C(O)(=O)C1C(=CC=C(C=1)O)O.N1C=C(C2CCCN2C)C=CC=1. The catalyst is C1COCC1. The product is [N:12]1[CH:17]=[C:16]([CH:18]2[CH2:23][CH2:22][CH2:21][N:19]2[CH3:20])[CH:15]=[CH:14][CH:13]=1. The yield is 0.740.